Dataset: Reaction yield outcomes from USPTO patents with 853,638 reactions. Task: Predict the reaction yield, written as a fraction of the theoretical maximum amount of product (1.0 means a 100% yield; for example, 0.34 means a 34% yield). The catalyst is C(#N)C.O.C(=O)=O.CO.C(Cl)Cl.C1(C)C=CC=CC=1. The reactants are [C:1]([C:3]1[C:7]([C:8]2[CH:13]=[CH:12][C:11]([Cl:14])=[CH:10][C:9]=2[Cl:15])=[C:6]([C:16]2[N:17]([CH2:21][C:22]3[CH:27]=[CH:26][C:25]([F:28])=[CH:24][CH:23]=3)[CH:18]=[CH:19][N:20]=2)[S:5][C:4]=1[C:29]1[CH:34]=[CH:33][N:32]=[C:31]([N:35](CC2C=CC(OC)=CC=2)[C:36](=[O:38])[CH3:37])[CH:30]=1)#[N:2].C(O)(=O)C.FC(F)(F)S(O)(=O)=O.C(Cl)Cl. The yield is 0.441. The product is [C:1]([C:3]1[C:7]([C:8]2[CH:13]=[CH:12][C:11]([Cl:14])=[CH:10][C:9]=2[Cl:15])=[C:6]([C:16]2[N:17]([CH2:21][C:22]3[CH:27]=[CH:26][C:25]([F:28])=[CH:24][CH:23]=3)[CH:18]=[CH:19][N:20]=2)[S:5][C:4]=1[C:29]1[CH:34]=[CH:33][N:32]=[C:31]([NH:35][C:36](=[O:38])[CH3:37])[CH:30]=1)#[N:2].